The task is: Predict the reactants needed to synthesize the given product.. This data is from Full USPTO retrosynthesis dataset with 1.9M reactions from patents (1976-2016). (1) Given the product [F:1][C:2]1[C:3]([C:8]2[N:9]([CH2:13][C:14]3[N:19]=[CH:18][N:17]4[N:25]=[C:26]([OH:27])[N:28]=[C:16]4[C:15]=3[CH2:22][CH2:23][CH3:24])[CH:10]=[CH:11][N:12]=2)=[N:4][CH:5]=[CH:6][CH:7]=1, predict the reactants needed to synthesize it. The reactants are: [F:1][C:2]1[C:3]([C:8]2[N:9]([CH2:13][C:14]3[N:19]=[CH:18][N:17]=[C:16](NN)[C:15]=3[CH2:22][CH2:23][CH3:24])[CH:10]=[CH:11][N:12]=2)=[N:4][CH:5]=[CH:6][CH:7]=1.[NH2:25][C:26]([NH2:28])=[O:27].O.Cl. (2) Given the product [N:21]1([C:18]2[N:19]=[CH:20][C:15]([O:14][CH2:13][C:11]3[CH:10]=[N:9][N:8]([CH:5]4[CH2:4][CH2:3][N:2]([C:69](=[O:70])[CH2:68][CH:65]5[CH2:66][CH2:67][N:62]([C:60]([O:59][C:55]([CH3:57])([CH3:56])[CH3:58])=[O:61])[CH2:63][CH2:64]5)[CH2:7][CH2:6]4)[N:12]=3)=[CH:16][CH:17]=2)[CH:25]=[N:24][N:23]=[N:22]1, predict the reactants needed to synthesize it. The reactants are: Cl.[NH:2]1[CH2:7][CH2:6][CH:5]([N:8]2[N:12]=[C:11]([CH2:13][O:14][C:15]3[CH:16]=[CH:17][C:18]([N:21]4[CH:25]=[N:24][N:23]=[N:22]4)=[N:19][CH:20]=3)[CH:10]=[N:9]2)[CH2:4][CH2:3]1.C(N(CC)CC)C.[B-](F)(F)(F)F.CN(C(ON1N=NC2C1=CC=CC=2)=[N+](C)C)C.[C:55]([O:59][C:60]([N:62]1[CH2:67][CH2:66][CH:65]([CH2:68][C:69](O)=[O:70])[CH2:64][CH2:63]1)=[O:61])([CH3:58])([CH3:57])[CH3:56]. (3) Given the product [C:29]([O:33][C:34](=[O:60])[NH:35][C@@H:36]1[CH2:41][CH2:40][N:39]([C:42]2[CH:47]=[C:46]([C:48]#[N:49])[CH:45]=[C:44]([NH:50][C:7]3[N:6]=[C:5]([N:4]([CH:1]4[CH2:3][CH2:2]4)[CH2:20][C:21]4[CH:26]=[CH:25][C:24]([O:27][CH3:28])=[CH:23][CH:22]=4)[C:10]4=[N:11][CH:12]=[C:13]([C:14]#[N:15])[N:9]4[N:8]=3)[C:43]=2[Cl:51])[CH2:38][C@H:37]1[O:52][Si:53]([C:56]([CH3:59])([CH3:58])[CH3:57])([CH3:54])[CH3:55])([CH3:32])([CH3:30])[CH3:31], predict the reactants needed to synthesize it. The reactants are: [CH:1]1([N:4]([CH2:20][C:21]2[CH:26]=[CH:25][C:24]([O:27][CH3:28])=[CH:23][CH:22]=2)[C:5]2[C:10]3=[N:11][CH:12]=[C:13]([C:14]#[N:15])[N:9]3[N:8]=[C:7](S(C)(=O)=O)[N:6]=2)[CH2:3][CH2:2]1.[C:29]([O:33][C:34](=[O:60])[NH:35][C@@H:36]1[CH2:41][CH2:40][N:39]([C:42]2[CH:47]=[C:46]([C:48]#[N:49])[CH:45]=[C:44]([NH2:50])[C:43]=2[Cl:51])[CH2:38][C@H:37]1[O:52][Si:53]([C:56]([CH3:59])([CH3:58])[CH3:57])([CH3:55])[CH3:54])([CH3:32])([CH3:31])[CH3:30].C(=O)([O-])[O-].[Cs+].[Cs+]. (4) Given the product [CH2:1]([C:3]1[N:7]([C:8]2[C:16]3[O:15][CH2:14][C@@H:13]([NH:17][C:18]4[CH:31]=[CH:30][C:21]5[C@H:22]([CH2:25][C:26]([OH:28])=[O:27])[CH2:23][O:24][C:20]=5[CH:19]=4)[C:12]=3[CH:11]=[CH:10][CH:9]=2)[C:6]2[C:38]([F:43])=[C:39]([F:42])[CH:40]=[CH:41][C:5]=2[N:4]=1)[CH3:2], predict the reactants needed to synthesize it. The reactants are: [CH2:1]([C:3]1[N:7]([C:8]2[C:16]3[O:15][CH2:14][C@@H:13]([N:17](C(=O)C(F)(F)F)[C:18]4[CH:31]=[CH:30][C:21]5[C@H:22]([CH2:25][C:26]([O:28]C)=[O:27])[CH2:23][O:24][C:20]=5[CH:19]=4)[C:12]=3[CH:11]=[CH:10][CH:9]=2)[C:6]2[C:38]([F:43])=[C:39]([F:42])[CH:40]=[CH:41][C:5]=2[N:4]=1)[CH3:2].[OH-].[Na+].Cl. (5) Given the product [OH:8][CH2:7][C:4]1[NH:3][C:2]([NH:1][C:9](=[O:10])[O:11][C:12]([CH3:15])([CH3:14])[CH3:13])=[N:6][N:5]=1, predict the reactants needed to synthesize it. The reactants are: [NH2:1][C:2]1[NH:3][C:4]([CH2:7][OH:8])=[N:5][N:6]=1.[C:9](O[C:9]([O:11][C:12]([CH3:15])([CH3:14])[CH3:13])=[O:10])([O:11][C:12]([CH3:15])([CH3:14])[CH3:13])=[O:10]. (6) Given the product [CH3:12][O:13][C:14]1[CH:15]=[C:16]2[C:17](=[CH:18][C:19]=1[O:20][CH3:21])[CH:1]=[N:24][CH2:23][CH2:22]2, predict the reactants needed to synthesize it. The reactants are: [C:1](O)(=O)C.FC(F)(F)C(O)=O.[CH3:12][O:13][C:14]1[CH:15]=[C:16]([CH2:22][CH2:23][NH2:24])[CH:17]=[CH:18][C:19]=1[O:20][CH3:21].C1N2CN3CN(C2)CN1C3. (7) Given the product [CH3:1][O:2][C:3]1[CH:4]=[C:5]([C:11]2[N:12]=[C:13]([NH:23][CH2:24][CH3:25])[S:14][C:15]=2[C:16]2[CH:21]=[CH:20][N:19]=[C:18]([NH:41][C:38]3[CH:39]=[CH:40][C:35]([O:34][CH2:33][CH2:32][OH:31])=[C:36]([F:42])[CH:37]=3)[N:17]=2)[CH:6]=[C:7]([O:9][CH3:10])[CH:8]=1, predict the reactants needed to synthesize it. The reactants are: [CH3:1][O:2][C:3]1[CH:4]=[C:5]([C:11]2[N:12]=[C:13]([NH:23][CH2:24][CH3:25])[S:14][C:15]=2[C:16]2[CH:21]=[CH:20][N:19]=[C:18](Cl)[N:17]=2)[CH:6]=[C:7]([O:9][CH3:10])[CH:8]=1.CC([Si](C)(C)[O:31][CH2:32][CH2:33][O:34][C:35]1[CH:40]=[CH:39][C:38]([NH2:41])=[CH:37][C:36]=1[F:42])(C)C.Cl.O1CCOCC1.